This data is from Catalyst prediction with 721,799 reactions and 888 catalyst types from USPTO. The task is: Predict which catalyst facilitates the given reaction. (1) Product: [CH2:12]([O:11][C:9](=[O:10])[CH:8]([CH2:7][C:4]1[CH:3]=[CH:2][C:1]([C:27]2[CH:28]=[CH:29][CH:30]=[CH:31][CH:32]=2)=[CH:6][CH:5]=1)[CH2:19][C:20]([OH:22])=[O:21])[C:13]1[CH:14]=[CH:15][CH:16]=[CH:17][CH:18]=1. Reactant: [C:1]1([C:27]2[CH:32]=[CH:31][CH:30]=[CH:29][CH:28]=2)[CH:6]=[CH:5][C:4]([CH2:7][CH:8]([CH2:19][C:20]([O:22]C(C)(C)C)=[O:21])[C:9]([O:11][CH2:12][C:13]2[CH:18]=[CH:17][CH:16]=[CH:15][CH:14]=2)=[O:10])=[CH:3][CH:2]=1.C(O)(C(F)(F)F)=O. The catalyst class is: 2. (2) Reactant: [CH3:13][CH:12]([O:11][C:9](/[N:8]=[N:8]/[C:9]([O:11][CH:12]([CH3:14])[CH3:13])=[O:10])=[O:10])[CH3:14].[CH3:15]OC1C=C(C)C(S(Cl)(=O)=O)=C(C)C=1.Cl.N1[CH2:35][CH2:34][CH2:33][CH2:32][CH:31]1[CH2:36][CH2:37][CH2:38][C:39]([O:41][CH3:42])=[O:40].C1C=CC(P(C2C=CC=CC=2)C2C=CC=CC=2)=CC=1. Product: [C:12]([O:11][C:9]([N:8]1[CH2:35][CH2:34][CH2:33][CH2:32][CH:31]1[CH2:36][CH2:37][CH2:38][C:39]([O:41][CH3:42])=[O:40])=[O:10])([CH3:13])([CH3:14])[CH3:15]. The catalyst class is: 1. (3) The catalyst class is: 23. Reactant: [OH:1][C:2]1[C:6]([C:7]([O:9][CH2:10][CH3:11])=[O:8])=[CH:5][N:4]([C:12]([O:14][C:15]([CH3:18])([CH3:17])[CH3:16])=[O:13])[N:3]=1.[C:19](=O)([O-])[O-].[K+].[K+].CI. Product: [CH3:19][O:1][C:2]1[C:6]([C:7]([O:9][CH2:10][CH3:11])=[O:8])=[CH:5][N:4]([C:12]([O:14][C:15]([CH3:17])([CH3:16])[CH3:18])=[O:13])[N:3]=1. (4) Reactant: [Cl:1][C:2]1[C:7]([N+:8]([O-])=O)=[C:6]([Cl:11])[CH:5]=[C:4]([CH3:12])[N:3]=1. Product: [NH2:8][C:7]1[C:2]([Cl:1])=[N:3][C:4]([CH3:12])=[CH:5][C:6]=1[Cl:11]. The catalyst class is: 171. (5) The catalyst class is: 11. Reactant: Cl[C:2]1[C:11]([CH3:12])=[C:10]([Cl:13])[C:9]2[C:4](=[CH:5][C:6]([F:15])=[CH:7][C:8]=2[F:14])[N:3]=1.[F:16][C:17]([F:28])([F:27])[C:18]1[CH:23]=[CH:22][C:21](B(O)O)=[CH:20][N:19]=1.C(=O)([O-])[O-].[K+].[K+]. Product: [Cl:13][C:10]1[C:9]2[C:4](=[CH:5][C:6]([F:15])=[CH:7][C:8]=2[F:14])[N:3]=[C:2]([C:21]2[CH:20]=[N:19][C:18]([C:17]([F:28])([F:27])[F:16])=[CH:23][CH:22]=2)[C:11]=1[CH3:12]. (6) Reactant: [CH3:1][O:2][C:3](=[O:29])[CH:4]=[C:5]([C:7]1[CH:28]=[CH:27][C:10]2[S:11][CH:12]=[C:13]([C:14]3[CH:19]=[C:18]([CH:20]([CH3:22])[CH3:21])[CH:17]=[C:16]([CH:23]([CH3:25])[CH3:24])[C:15]=3[OH:26])[C:9]=2[CH:8]=1)[CH3:6].I[CH3:31].[F-].[Cs+].O. Product: [CH3:1][O:2][C:3](=[O:29])[CH:4]=[C:5]([C:7]1[CH:28]=[CH:27][C:10]2[S:11][CH:12]=[C:13]([C:14]3[CH:19]=[C:18]([CH:20]([CH3:22])[CH3:21])[CH:17]=[C:16]([CH:23]([CH3:24])[CH3:25])[C:15]=3[O:26][CH3:31])[C:9]=2[CH:8]=1)[CH3:6]. The catalyst class is: 3. (7) Reactant: Br[C:2]1[C:3]([CH2:17][O:18][CH:19]2[CH:24]([C:25]3[CH:30]=[CH:29][C:28]([O:31][CH2:32][CH2:33][CH2:34][O:35][CH2:36][C:37]4[CH:42]=[CH:41][CH:40]=[CH:39][C:38]=4[O:43][CH3:44])=[CH:27][CH:26]=3)[CH2:23][CH2:22][N:21](C(OCC3C=CC=CC=3)=O)[CH2:20]2)=[CH:4][CH:5]=[C:6]2[C:10]=1[N:9]([CH2:11][CH2:12][CH2:13][O:14][CH3:15])[CH:8]=[C:7]2[CH3:16].C(N(CC)CC)C. Product: [CH3:44][O:43][C:38]1[CH:39]=[CH:40][CH:41]=[CH:42][C:37]=1[CH2:36][O:35][CH2:34][CH2:33][CH2:32][O:31][C:28]1[CH:27]=[CH:26][C:25]([CH:24]2[CH2:23][CH2:22][NH:21][CH2:20][CH:19]2[O:18][CH2:17][C:3]2[CH:2]=[C:10]3[C:6]([C:7]([CH3:16])=[CH:8][N:9]3[CH2:11][CH2:12][CH2:13][O:14][CH3:15])=[CH:5][CH:4]=2)=[CH:30][CH:29]=1. The catalyst class is: 19.